This data is from Catalyst prediction with 721,799 reactions and 888 catalyst types from USPTO. The task is: Predict which catalyst facilitates the given reaction. Reactant: [C:1]([O:5][C@@H:6]([C:12]1[C:13]([CH3:42])=[N:14][C:15]([CH3:41])=[C:16]([C:26]2[CH:31]=[CH:30][C:29]([O:32][CH2:33][C:34]3[CH:39]=[CH:38][C:37]([Cl:40])=[CH:36][CH:35]=3)=[CH:28][CH:27]=2)[C:17]=1[N:18]1[CH2:23][CH2:22][C:21]([CH3:25])([CH3:24])[CH2:20][CH2:19]1)[C:7]([O:9]CC)=[O:8])([CH3:4])([CH3:3])[CH3:2].[Li+].[OH-]. Product: [C:1]([O:5][C@@H:6]([C:12]1[C:13]([CH3:42])=[N:14][C:15]([CH3:41])=[C:16]([C:26]2[CH:27]=[CH:28][C:29]([O:32][CH2:33][C:34]3[CH:39]=[CH:38][C:37]([Cl:40])=[CH:36][CH:35]=3)=[CH:30][CH:31]=2)[C:17]=1[N:18]1[CH2:23][CH2:22][C:21]([CH3:25])([CH3:24])[CH2:20][CH2:19]1)[C:7]([OH:9])=[O:8])([CH3:4])([CH3:2])[CH3:3]. The catalyst class is: 88.